This data is from Reaction yield outcomes from USPTO patents with 853,638 reactions. The task is: Predict the reaction yield, written as a fraction of the theoretical maximum amount of product (1.0 means a 100% yield; for example, 0.34 means a 34% yield). (1) The reactants are [F:1][C:2]1[CH:20]=[CH:19][C:5]([O:6][CH2:7][C:8]2[CH:13]=[CH:12][C:11]([CH:14]=[CH:15][N+:16]([O-:18])=O)=[CH:10][N:9]=2)=[CH:4][CH:3]=1.C[O-].[Li+].[C:24]([C:26]1[C:27]([NH2:33])=[N:28][C:29]([NH2:32])=[CH:30][CH:31]=1)#[CH:25].C(N(CC)CC)C. The catalyst is [Ti](Cl)(Cl)(Cl)Cl.O.O1CCCC1.C(OCC)(=O)C.CO. The product is [F:1][C:2]1[CH:3]=[CH:4][C:5]([O:6][CH2:7][C:8]2[N:9]=[CH:10][C:11]([CH2:14][C:15]3[CH:25]=[C:24]([C:26]4[C:27]([NH2:33])=[N:28][C:29]([NH2:32])=[CH:30][CH:31]=4)[O:18][N:16]=3)=[CH:12][CH:13]=2)=[CH:19][CH:20]=1. The yield is 0.254. (2) The reactants are Cl[C:2]1[C:11]2[C:6](=[CH:7][CH:8]=[CH:9][CH:10]=2)[N:5]=[C:4]([C:12]2[C:17]([C:18]([C:20]3[CH:25]=[CH:24][CH:23]=[CH:22][CH:21]=3)=[O:19])=[CH:16][CH:15]=[CH:14][N:13]=2)[N:3]=1.C(N(CC)CC)C.[CH:33]1([NH2:39])[CH2:38][CH2:37][CH2:36][CH2:35][CH2:34]1. The catalyst is C(#N)C. The product is [CH:33]1([NH:39][C:2]2[C:11]3[C:6](=[CH:7][CH:8]=[CH:9][CH:10]=3)[N:5]=[C:4]([C:12]3[C:17]([C:18]([C:20]4[CH:25]=[CH:24][CH:23]=[CH:22][CH:21]=4)=[O:19])=[CH:16][CH:15]=[CH:14][N:13]=3)[N:3]=2)[CH2:38][CH2:37][CH2:36][CH2:35][CH2:34]1. The yield is 0.320.